This data is from Forward reaction prediction with 1.9M reactions from USPTO patents (1976-2016). The task is: Predict the product of the given reaction. (1) Given the reactants O.NN.O=C1C2C(=CC=CC=2)C(=O)[N:6]1[CH2:15][C:16]([P:19](=[O:26])([O:23][CH2:24][CH3:25])[O:20][CH2:21][CH3:22])([F:18])[F:17], predict the reaction product. The product is: [NH2:6][CH2:15][C:16]([P:19](=[O:26])([O:23][CH2:24][CH3:25])[O:20][CH2:21][CH3:22])([F:17])[F:18]. (2) Given the reactants F[C:2]1[CH:3]=[CH:4][C:5]([N+:21]([O-:23])=[O:22])=[C:6]([N:8]2[CH2:13][CH2:12][N:11](C(OC(C)(C)C)=O)[CH2:10][CH2:9]2)[CH:7]=1.[Cl:24][C:25]1[CH:26]=[C:27]([CH:30]=[CH:31][CH:32]=1)[CH2:28][NH2:29].C(N(CC)C(C)C)(C)C, predict the reaction product. The product is: [ClH:24].[Cl:24][C:25]1[CH:26]=[C:27]([CH:30]=[CH:31][CH:32]=1)[CH2:28][NH:29][C:2]1[CH:3]=[CH:4][C:5]([N+:21]([O-:23])=[O:22])=[C:6]([N:8]2[CH2:9][CH2:10][NH:11][CH2:12][CH2:13]2)[CH:7]=1. (3) The product is: [CH3:1][C:2]1[N:3]([CH2:15][CH2:13][CH2:12][NH2:9])[CH:4]=[N:5][CH:6]=1. Given the reactants [CH3:1][C:2]1[N:3]=[CH:4][NH:5][CH:6]=1.C([N:9]([CH2:12][CH3:13])CC)C.Cl[C:15](C1C=CC=CC=1)(C1C=CC=CC=1)C1C=CC=CC=1, predict the reaction product. (4) The product is: [CH3:1][O:2][C:3]1[CH:12]=[C:11]([CH:13]([CH3:15])[CH3:14])[C:10]([C:19]([F:24])([F:23])[C:18]([F:26])([F:25])[F:17])=[CH:9][C:4]=1[C:5]([O:7][CH3:8])=[O:6]. Given the reactants [CH3:1][O:2][C:3]1[CH:12]=[C:11]([CH:13]([CH3:15])[CH3:14])[C:10](I)=[CH:9][C:4]=1[C:5]([O:7][CH3:8])=[O:6].[F:17][C:18]([F:26])([F:25])[C:19]([F:24])([F:23])C([O-])=O.[K+], predict the reaction product. (5) Given the reactants [Cl:1][C:2]1[CH:3]=[C:4]([CH:8]=[CH:9][N:10]=1)[C:5]([OH:7])=O.[C:11](N1C=CN=C1)([N:13]1[CH:17]=[CH:16][N:15]=[CH:14]1)=O.CN(C)CCN, predict the reaction product. The product is: [NH3:10].[Cl:1][C:2]1[CH:3]=[C:4]([CH:8]=[CH:9][N:10]=1)[C:5]([NH:15][CH2:16][CH2:17][N:13]([CH3:14])[CH3:11])=[O:7].